Dataset: Reaction yield outcomes from USPTO patents with 853,638 reactions. Task: Predict the reaction yield, written as a fraction of the theoretical maximum amount of product (1.0 means a 100% yield; for example, 0.34 means a 34% yield). (1) The reactants are [NH2:1][C:2]1[CH:10]=[C:9]([F:11])[CH:8]=[CH:7][C:3]=1[C:4](O)=[O:5].[CH:12]([N:15](C(C)C)CC)(C)C.C1CN([P+](ON2N=NC3C=CC=CC2=3)(N2CCCC2)N2CCCC2)CC1.F[P-](F)(F)(F)(F)F.CN.C1COCC1. The catalyst is C(Cl)Cl. The product is [NH2:1][C:2]1[CH:10]=[C:9]([F:11])[CH:8]=[CH:7][C:3]=1[C:4]([NH:15][CH3:12])=[O:5]. The yield is 0.620. (2) The product is [CH2:3]([O:10][C:11]1[C:15]2[CH:16]=[CH:17][C:18]([O:20][CH3:21])=[CH:19][C:14]=2[O:13][N:12]=1)[CH3:4]. The yield is 0.440. The reactants are O1C2C=CC=C[C:4]=2[CH:3]=N1.[OH:10][C:11]1[C:15]2[CH:16]=[CH:17][C:18]([O:20][CH3:21])=[CH:19][C:14]=2[O:13][N:12]=1.C(O)C.C1(P(C2C=CC=CC=2)C2C=CC=CC=2)C=CC=CC=1.CC(OC(/N=N/C(OC(C)C)=O)=O)C. The catalyst is C1COCC1. (3) The reactants are [CH3:1][CH:2]([CH3:60])[CH2:3][CH2:4][O:5][C:6]1[CH:11]=[CH:10][CH:9]=[C:8]([O:12][CH2:13][CH2:14][CH:15]([CH3:17])[CH3:16])[C:7]=1[C:18]1[C:19]2[NH:23][C:22]([CH:24]=[C:25]3[N:59]=[C:28]([C:29]([C:41]4[C:46]([O:47][CH2:48][CH2:49][CH:50]([CH3:52])[CH3:51])=[CH:45][CH:44]=[CH:43][C:42]=4[O:53][CH2:54][CH2:55][CH:56]([CH3:58])[CH3:57])=[C:30]4[NH:40][C:33](=[CH:34][C:35]5[CH:36]=[CH:37][C:38]=1[N:39]=5)[CH:32]=[CH:31]4)[CH:27]=[CH:26]3)=[CH:21][CH:20]=2.[Br:61]N1C(=O)CCC1=O.C1C(=O)N(Br)C(=O)C1. The catalyst is C(Cl)Cl. The product is [Br:61][C:34]1[C:33]2[NH:40][C:30]([C:29]([C:41]3[C:42]([O:53][CH2:54][CH2:55][CH:56]([CH3:58])[CH3:57])=[CH:43][CH:44]=[CH:45][C:46]=3[O:47][CH2:48][CH2:49][CH:50]([CH3:51])[CH3:52])=[C:28]3[N:59]=[C:25]([CH:24]=[C:22]4[NH:23][C:19](=[C:18]([C:7]5[C:8]([O:12][CH2:13][CH2:14][CH:15]([CH3:16])[CH3:17])=[CH:9][CH:10]=[CH:11][C:6]=5[O:5][CH2:4][CH2:3][CH:2]([CH3:60])[CH3:1])[C:38]5[CH:37]=[CH:36][C:35]=1[N:39]=5)[CH:20]=[CH:21]4)[CH:26]=[CH:27]3)=[CH:31][CH:32]=2. The yield is 0.560.